Dataset: Reaction yield outcomes from USPTO patents with 853,638 reactions. Task: Predict the reaction yield, written as a fraction of the theoretical maximum amount of product (1.0 means a 100% yield; for example, 0.34 means a 34% yield). (1) The reactants are [Cl:1][C:2]1[CH:7]=[CH:6][CH:5]=[CH:4][C:3]=1[C:8]1[N:26]([CH2:27][C@H:28]2C[CH2:32][CH2:31][NH:30][CH2:29]2)[C:11]2[N:12]=[C:13]([NH:16][CH2:17][C:18]3[CH:23]=[CH:22][C:21]([F:24])=[C:20]([F:25])[CH:19]=3)[N:14]=[CH:15][C:10]=2[CH:9]=1.ClC1C=CC=CC=1C1N(C[C@@H]2CCN(C(OC(C)(C)C)=O)C2)C2N=C(NCC3C=CC(F)=C(F)C=3)N=CC=2C=1. No catalyst specified. The product is [Cl:1][C:2]1[CH:7]=[CH:6][CH:5]=[CH:4][C:3]=1[C:8]1[N:26]([CH2:27][C@@H:28]2[CH2:32][CH2:31][NH:30][CH2:29]2)[C:11]2[N:12]=[C:13]([NH:16][CH2:17][C:18]3[CH:23]=[CH:22][C:21]([F:24])=[C:20]([F:25])[CH:19]=3)[N:14]=[CH:15][C:10]=2[CH:9]=1. The yield is 0.640. (2) The reactants are Br[CH2:2][CH2:3][CH2:4][CH2:5][CH2:6][C:7]([NH:9][C@@H:10]1[CH2:15][CH2:14][CH2:13][CH2:12][C@@H:11]1[C:16]([N:18]1[C@@H:30]2[C@@H:21]([C@H:22]([C:31]3[CH:36]=[CH:35][CH:34]=[CH:33][CH:32]=3)[NH:23][C:24]3[CH:25]=[CH:26][CH:27]=[CH:28][C:29]=32)[CH2:20][CH2:19]1)=[O:17])=[O:8].O.[NH2:38][CH2:39][CH2:40][OH:41]. No catalyst specified. The product is [OH:41][CH2:40][CH2:39][NH:38][CH2:2][CH2:3][CH2:4][CH2:5][CH2:6][C:7]([NH:9][C@@H:10]1[CH2:15][CH2:14][CH2:13][CH2:12][C@@H:11]1[C:16]([N:18]1[C@@H:30]2[C@@H:21]([C@H:22]([C:31]3[CH:36]=[CH:35][CH:34]=[CH:33][CH:32]=3)[NH:23][C:24]3[CH:25]=[CH:26][CH:27]=[CH:28][C:29]=32)[CH2:20][CH2:19]1)=[O:17])=[O:8]. The yield is 0.730. (3) The reactants are [F:1][C:2]([F:24])([F:23])[C:3]1[CH:4]=[C:5]([C:13]2[N:17]=[CH:16][N:15](/[CH:18]=[CH:19]\[C:20]([OH:22])=O)[N:14]=2)[CH:6]=[C:7]([C:9]([F:12])([F:11])[F:10])[CH:8]=1.[NH:25]1[CH2:30][CH2:29][CH2:28][CH:27]([C:31]([NH:33][NH2:34])=[O:32])[CH2:26]1.C(P1(=O)OP(CCC)(=O)OP(CCC)(=O)O1)CC.CCN(C(C)C)C(C)C. The catalyst is C1COCC1.CCOC(C)=O. The product is [F:11][C:9]([F:10])([F:12])[C:7]1[CH:6]=[C:5]([C:13]2[N:17]=[CH:16][N:15](/[CH:18]=[CH:19]\[C:20]([NH:34][NH:33][C:31]([CH:27]3[CH2:28][CH2:29][CH2:30][NH:25][CH2:26]3)=[O:32])=[O:22])[N:14]=2)[CH:4]=[C:3]([C:2]([F:23])([F:24])[F:1])[CH:8]=1. The yield is 0.0240. (4) The reactants are CCN(C(C)C)C(C)C.[F:10][C:11]([F:28])([F:27])[O:12][C:13]1[CH:14]=[CH:15][CH:16]=[C:17]2[C:22]=1[O:21][C:20](=[O:23])[C:19]([C:24]([OH:26])=O)=[CH:18]2.CN(C(ON1N=NC2C=CC=NC1=2)=[N+](C)C)C.F[P-](F)(F)(F)(F)F.[O:53]1[C:57]2[CH:58]=[CH:59][C:60]([C:62]3[CH:63]=[C:64]([NH2:68])[CH:65]=[CH:66][CH:67]=3)=[CH:61][C:56]=2[O:55][CH2:54]1. The catalyst is CN(C=O)C. The product is [O:53]1[C:57]2[CH:58]=[CH:59][C:60]([C:62]3[CH:63]=[C:64]([NH:68][C:24]([C:19]4[C:20](=[O:23])[O:21][C:22]5[C:17]([CH:18]=4)=[CH:16][CH:15]=[CH:14][C:13]=5[O:12][C:11]([F:10])([F:28])[F:27])=[O:26])[CH:65]=[CH:66][CH:67]=3)=[CH:61][C:56]=2[O:55][CH2:54]1. The yield is 0.700. (5) The product is [I:2][CH2:4][CH2:5][CH2:6][CH:7]=[C:8]1[C:24]2[C:23]3[C:18](=[CH:19][C:20]([O:27][CH3:28])=[C:21]([O:25][CH3:26])[CH:22]=3)[C:17](=[O:29])[N:16]([CH3:30])[C:15]=2[C:14]2[CH:13]=[C:12]3[O:31][CH2:32][O:33][C:11]3=[CH:10][C:9]1=2. The yield is 0.950. The reactants are [Na+].[I-:2].Br[CH2:4][CH2:5][CH2:6][CH:7]=[C:8]1[C:24]2[C:23]3[C:18](=[CH:19][C:20]([O:27][CH3:28])=[C:21]([O:25][CH3:26])[CH:22]=3)[C:17](=[O:29])[N:16]([CH3:30])[C:15]=2[C:14]2[CH:13]=[C:12]3[O:31][CH2:32][O:33][C:11]3=[CH:10][C:9]1=2. The catalyst is CC(C)=O. (6) The reactants are [H-].[Al+3].[Li+].[H-].[H-].[H-].[N:7]1([CH2:12][CH2:13][CH2:14][O:15][C:16]2[CH:21]=[CH:20][C:19]([C:22]3([C:28](OC)=[O:29])[CH2:27][CH2:26][O:25][CH2:24][CH2:23]3)=[CH:18][CH:17]=2)[CH2:11][CH2:10][CH2:9][CH2:8]1.O. The catalyst is O1CCCC1. The product is [N:7]1([CH2:12][CH2:13][CH2:14][O:15][C:16]2[CH:21]=[CH:20][C:19]([C:22]3([CH2:28][OH:29])[CH2:23][CH2:24][O:25][CH2:26][CH2:27]3)=[CH:18][CH:17]=2)[CH2:11][CH2:10][CH2:9][CH2:8]1. The yield is 0.940.